This data is from Forward reaction prediction with 1.9M reactions from USPTO patents (1976-2016). The task is: Predict the product of the given reaction. (1) Given the reactants Br[C:2]1[CH:15]=[CH:14][C:5]([O:6][Si:7]([C:10]([CH3:13])([CH3:12])[CH3:11])([CH3:9])[CH3:8])=[C:4]([CH:16]2[CH2:21][CH2:20][CH2:19][CH2:18][CH2:17]2)[CH:3]=1.C([Li])CCC.[B:27](OC(C)C)([O:32]C(C)C)[O:28]C(C)C, predict the reaction product. The product is: [C:10]([Si:7]([CH3:9])([CH3:8])[O:6][C:5]1[CH:14]=[CH:15][C:2]([B:27]([OH:32])[OH:28])=[CH:3][C:4]=1[CH:16]1[CH2:21][CH2:20][CH2:19][CH2:18][CH2:17]1)([CH3:13])([CH3:12])[CH3:11]. (2) Given the reactants [Cl:1][C:2]1[CH:3]=[CH:4][C:5]2[O:9][CH:8]=[C:7]([CH2:10][OH:11])[C:6]=2[CH:12]=1.C12([C:23]3[CH:24]=[C:25]([CH:28]=[CH:29][C:30]=3OC)[CH:26]=[O:27])CC3CC(CC(C3)C1)C2, predict the reaction product. The product is: [Cl:1][C:2]1[CH:3]=[CH:4][C:5]2[O:9][CH:8]=[C:7]([CH2:10][O:11][C:30]3[CH:29]=[CH:28][C:25]([CH:26]=[O:27])=[CH:24][CH:23]=3)[C:6]=2[CH:12]=1. (3) Given the reactants [F:1][C:2]1[CH:7]=[CH:6][C:5]([C:8]2[C:9]([C:21]3[CH:26]=[CH:25][CH:24]=[CH:23][CH:22]=3)=[C:10]([C:18](O)=[O:19])[N:11]([CH:15]([CH3:17])[CH3:16])[C:12]=2[CH:13]=[O:14])=[CH:4][CH:3]=1.[CH3:27][O:28][C:29]1[CH:36]=[CH:35][C:32]([CH2:33][NH2:34])=[CH:31][CH:30]=1.C(N(CC)CC)C.C([O-])(O)=O.[Na+], predict the reaction product. The product is: [CH3:27][O:28][C:29]1[CH:36]=[CH:35][C:32]([CH2:33][NH:34][C:18]([C:10]2[N:11]([CH:15]([CH3:17])[CH3:16])[C:12]([CH:13]=[O:14])=[C:8]([C:5]3[CH:4]=[CH:3][C:2]([F:1])=[CH:7][CH:6]=3)[C:9]=2[C:21]2[CH:26]=[CH:25][CH:24]=[CH:23][CH:22]=2)=[O:19])=[CH:31][CH:30]=1. (4) Given the reactants [C:1]([O:5][C:6]([N:8]1[C:16]2[C:11](=[CH:12][C:13]([F:17])=[CH:14][CH:15]=2)[CH:10]=[C:9]1B(O)O)=[O:7])([CH3:4])([CH3:3])[CH3:2].[Cl:21][C:22]1[N:27]=[C:26](I)[C:25]([NH:29][C:30](=[O:36])[O:31][C:32]([CH3:35])([CH3:34])[CH3:33])=[CH:24][CH:23]=1.C([O-])([O-])=O.[Cs+].[Cs+], predict the reaction product. The product is: [C:32]([O:31][C:30]([NH:29][C:25]1[C:26]([C:9]2[N:8]([C:6]([O:5][C:1]([CH3:4])([CH3:3])[CH3:2])=[O:7])[C:16]3[C:11]([CH:10]=2)=[CH:12][C:13]([F:17])=[CH:14][CH:15]=3)=[N:27][C:22]([Cl:21])=[CH:23][CH:24]=1)=[O:36])([CH3:35])([CH3:33])[CH3:34]. (5) Given the reactants C([SiH](CC)CC)C.FC(F)(F)C(O)=O.[Br:15][C:16]1[C:24]2[S:23][C:22]([C:25]([C:28]3[CH:33]=[CH:32][CH:31]=[C:30]([C:34]([F:37])([F:36])[F:35])[CH:29]=3)(O)[CH3:26])=[CH:21][C:20]=2[CH:19]=[CH:18][CH:17]=1, predict the reaction product. The product is: [Br:15][C:16]1[C:24]2[S:23][C:22]([CH:25]([C:28]3[CH:33]=[CH:32][CH:31]=[C:30]([C:34]([F:37])([F:35])[F:36])[CH:29]=3)[CH3:26])=[CH:21][C:20]=2[CH:19]=[CH:18][CH:17]=1.